From a dataset of Reaction yield outcomes from USPTO patents with 853,638 reactions. Predict the reaction yield, written as a fraction of the theoretical maximum amount of product (1.0 means a 100% yield; for example, 0.34 means a 34% yield). The reactants are C1C=C[NH+]=CC=1.[O-][Cr](Cl)(=O)=O.[C:12]([O:20][C@@H:21]1[C@H:27]([O:28][C:29](=[O:36])[C:30]2[CH:35]=[CH:34][CH:33]=[CH:32][CH:31]=2)[C@@H:26]([O:37][C:38](=[O:45])[C:39]2[CH:44]=[CH:43][CH:42]=[CH:41][CH:40]=2)[C@H:25]([CH3:46])[O:24][CH:22]1[OH:23])(=[O:19])[C:13]1[CH:18]=[CH:17][CH:16]=[CH:15][CH:14]=1.CCOCC. The catalyst is C(Cl)Cl. The product is [C:12]([O:20][C@@H:21]1[C@H:27]([O:28][C:29](=[O:36])[C:30]2[CH:35]=[CH:34][CH:33]=[CH:32][CH:31]=2)[C@@H:26]([O:37][C:38](=[O:45])[C:39]2[CH:40]=[CH:41][CH:42]=[CH:43][CH:44]=2)[C@H:25]([CH3:46])[O:24][C:22]1=[O:23])(=[O:19])[C:13]1[CH:18]=[CH:17][CH:16]=[CH:15][CH:14]=1. The yield is 0.850.